From a dataset of Catalyst prediction with 721,799 reactions and 888 catalyst types from USPTO. Predict which catalyst facilitates the given reaction. Reactant: I[C:2]1[CH:3]=[C:4]([C:10]2[CH:15]=[CH:14][CH:13]=[CH:12][CH:11]=2)[CH:5]=[CH:6][C:7]=1[O:8][CH3:9].CCN(CC)CC.[C:23]1([C:29]#[CH:30])[CH:28]=[CH:27][CH:26]=[CH:25][CH:24]=1.CC#N. Product: [CH3:9][O:8][C:7]1[CH:6]=[CH:5][C:4]([C:10]2[CH:15]=[CH:14][CH:13]=[CH:12][CH:11]=2)=[CH:3][C:2]=1[C:30]#[C:29][C:23]1[CH:28]=[CH:27][CH:26]=[CH:25][CH:24]=1. The catalyst class is: 20.